This data is from Reaction yield outcomes from USPTO patents with 853,638 reactions. The task is: Predict the reaction yield, written as a fraction of the theoretical maximum amount of product (1.0 means a 100% yield; for example, 0.34 means a 34% yield). (1) The reactants are [OH:1][C:2]1[CH:3]=[C:4]([CH:20]=[C:21]([O:23][C@@H:24]([CH3:28])[CH2:25][O:26][CH3:27])[CH:22]=1)[C:5]([NH:7][C:8]1[CH:12]=[CH:11][N:10](C(OC(C)(C)C)=O)[N:9]=1)=[O:6].C(=O)([O-])[O-].[Cs+].[Cs+].[F:35][C:36]1[CH:37]=[C:38]([CH:44]=[CH:45][C:46]=1F)[C:39]([O:41][CH2:42][CH3:43])=[O:40]. The catalyst is CC(N(C)C)=O. The product is [F:35][C:36]1[CH:37]=[C:38]([CH:44]=[CH:45][C:46]=1[O:1][C:2]1[CH:3]=[C:4]([C:5]([NH:7][C:8]2[CH:12]=[CH:11][NH:10][N:9]=2)=[O:6])[CH:20]=[C:21]([O:23][C@@H:24]([CH3:28])[CH2:25][O:26][CH3:27])[CH:22]=1)[C:39]([O:41][CH2:42][CH3:43])=[O:40]. The yield is 0.400. (2) The reactants are [Cl:1][C:2]1[C:17]([O:18][CH2:19][C:20]2[CH:25]=[CH:24][CH:23]=[C:22]([C:26]3[CH:35]=[CH:34][C:29]4[O:30][CH2:31][CH2:32][O:33][C:28]=4[CH:27]=3)[C:21]=2[CH3:36])=[CH:16][C:5]([O:6][CH2:7][C:8]2[CH:9]=[N:10][CH:11]=[C:12]([CH:15]=2)[C:13]#[N:14])=[C:4]([CH:37]=O)[CH:3]=1.[OH:39][C@@H:40]1[CH2:45][CH2:44][NH:43][C@H:42]([C:46]([OH:48])=[O:47])[CH2:41]1.C(O)(C(F)(F)F)=O. No catalyst specified. The product is [Cl:1][C:2]1[C:17]([O:18][CH2:19][C:20]2[CH:25]=[CH:24][CH:23]=[C:22]([C:26]3[CH:35]=[CH:34][C:29]4[O:30][CH2:31][CH2:32][O:33][C:28]=4[CH:27]=3)[C:21]=2[CH3:36])=[CH:16][C:5]([O:6][CH2:7][C:8]2[CH:9]=[N:10][CH:11]=[C:12]([C:13]#[N:14])[CH:15]=2)=[C:4]([CH:3]=1)[CH2:37][N:43]1[CH2:44][CH2:45][C@@H:40]([OH:39])[CH2:41][C@H:42]1[C:46]([OH:48])=[O:47]. The yield is 0.140. (3) The reactants are [Cl:1][C:2]1[CH:7]=[CH:6][CH:5]=[CH:4][C:3]=1[S:8]([NH:11][C:12]1[C:17]([C:18]2[CH:23]=[CH:22][C:21]([CH2:24]Cl)=[CH:20][CH:19]=2)=[N:16][CH:15]=[CH:14][N:13]=1)(=[O:10])=[O:9].[CH2:26]([C:28]1[NH:29][C:30]2[CH:36]=[CH:35][CH:34]=[CH:33][C:31]=2[N:32]=1)[CH3:27]. No catalyst specified. The product is [Cl:1][C:2]1[CH:7]=[CH:6][CH:5]=[CH:4][C:3]=1[S:8]([NH:11][C:12]1[C:17]([C:18]2[CH:23]=[CH:22][C:21]([CH2:24][N:29]3[C:30]4[CH:36]=[CH:35][CH:34]=[CH:33][C:31]=4[N:32]=[C:28]3[CH2:26][CH3:27])=[CH:20][CH:19]=2)=[N:16][CH:15]=[CH:14][N:13]=1)(=[O:9])=[O:10]. The yield is 0.650. (4) The reactants are [Cl:1][CH2:2][C:3]([NH:5][NH:6][C:7](=[O:16])[C:8]1[CH:13]=[CH:12][CH:11]=[C:10]([C:14]#[N:15])[CH:9]=1)=O.O=P12OP3(OP(OP(O3)(O1)=O)(=O)O2)=O.CN(C=O)C.C([O-])([O-])=O.[K+].[K+]. The catalyst is C1(C)C=CC=CC=1. The product is [Cl:1][CH2:2][C:3]1[O:16][C:7]([C:8]2[CH:9]=[C:10]([CH:11]=[CH:12][CH:13]=2)[C:14]#[N:15])=[N:6][N:5]=1. The yield is 0.290. (5) The reactants are [OH:1][C:2]1[CH:10]=[CH:9][C:8]([C:11]2[N:12]([C:27]([O:29][C:30]([CH3:33])([CH3:32])[CH3:31])=[O:28])[C:13]3[C:18]([CH:19]=2)=[CH:17][C:16]([CH2:20][N:21]2[CH2:26][CH2:25][CH2:24][CH2:23][CH2:22]2)=[CH:15][CH:14]=3)=[C:7]2[C:3]=1[CH2:4][NH:5][C:6]2=[O:34].C(N(CC)CC)C.[CH:42]1([CH2:48][S:49](Cl)(=[O:51])=[O:50])[CH2:47][CH2:46][CH2:45][CH2:44][CH2:43]1. The catalyst is ClCCl. The product is [CH:42]1([CH2:48][S:49]([O:1][C:2]2[CH:10]=[CH:9][C:8]([C:11]3[N:12]([C:27]([O:29][C:30]([CH3:31])([CH3:33])[CH3:32])=[O:28])[C:13]4[C:18]([CH:19]=3)=[CH:17][C:16]([CH2:20][N:21]3[CH2:26][CH2:25][CH2:24][CH2:23][CH2:22]3)=[CH:15][CH:14]=4)=[C:7]3[C:3]=2[CH2:4][NH:5][C:6]3=[O:34])(=[O:51])=[O:50])[CH2:47][CH2:46][CH2:45][CH2:44][CH2:43]1. The yield is 0.800. (6) The reactants are [CH3:1][C:2]1([CH3:22])[CH2:7][O:6][C:5]2([CH2:21][CH2:20][CH2:19][C:11]3=[N:12][CH:13]=[C:14]([N+:16]([O-])=O)[CH:15]=[C:10]3[CH2:9][CH2:8]2)[O:4][CH2:3]1. The catalyst is C(O)C.C1COCC1.[Pd]. The product is [CH3:1][C:2]1([CH3:22])[CH2:7][O:6][C:5]2([CH2:21][CH2:20][CH2:19][C:11]3=[N:12][CH:13]=[C:14]([NH2:16])[CH:15]=[C:10]3[CH2:9][CH2:8]2)[O:4][CH2:3]1. The yield is 1.00. (7) The reactants are [Br:1][C:2]1[CH:7]=[CH:6][C:5]([CH2:8]Br)=[CH:4][CH:3]=1.[CH3:10][C@H:11]1[CH2:16][CH2:15][CH2:14][C@@H:13]([CH3:17])[NH:12]1.C(=O)([O-])[O-].[K+].[K+]. The catalyst is C(#N)C. The product is [Br:1][C:2]1[CH:7]=[CH:6][C:5]([CH2:8][N:12]2[C@H:13]([CH3:17])[CH2:14][CH2:15][CH2:16][C@@H:11]2[CH3:10])=[CH:4][CH:3]=1. The yield is 0.820.